Dataset: NCI-60 drug combinations with 297,098 pairs across 59 cell lines. Task: Regression. Given two drug SMILES strings and cell line genomic features, predict the synergy score measuring deviation from expected non-interaction effect. (1) Drug 2: C1C(C(OC1N2C=NC3=C2NC=NCC3O)CO)O. Drug 1: CC1C(C(CC(O1)OC2CC(OC(C2O)C)OC3=CC4=CC5=C(C(=O)C(C(C5)C(C(=O)C(C(C)O)O)OC)OC6CC(C(C(O6)C)O)OC7CC(C(C(O7)C)O)OC8CC(C(C(O8)C)O)(C)O)C(=C4C(=C3C)O)O)O)O. Cell line: MDA-MB-231. Synergy scores: CSS=48.8, Synergy_ZIP=-0.295, Synergy_Bliss=0.901, Synergy_Loewe=-0.143, Synergy_HSA=0.0195. (2) Drug 1: CC1=C(C(=CC=C1)Cl)NC(=O)C2=CN=C(S2)NC3=CC(=NC(=N3)C)N4CCN(CC4)CCO. Drug 2: CCN(CC)CCNC(=O)C1=C(NC(=C1C)C=C2C3=C(C=CC(=C3)F)NC2=O)C. Cell line: CCRF-CEM. Synergy scores: CSS=-11.7, Synergy_ZIP=4.35, Synergy_Bliss=-0.724, Synergy_Loewe=-10.3, Synergy_HSA=-10.2. (3) Drug 1: C1=CC=C(C=C1)NC(=O)CCCCCCC(=O)NO. Drug 2: CC1=C(C(=O)C2=C(C1=O)N3CC4C(C3(C2COC(=O)N)OC)N4)N. Cell line: UACC62. Synergy scores: CSS=58.3, Synergy_ZIP=6.23, Synergy_Bliss=6.19, Synergy_Loewe=7.21, Synergy_HSA=9.93. (4) Drug 1: CCC1(CC2CC(C3=C(CCN(C2)C1)C4=CC=CC=C4N3)(C5=C(C=C6C(=C5)C78CCN9C7C(C=CC9)(C(C(C8N6C=O)(C(=O)OC)O)OC(=O)C)CC)OC)C(=O)OC)O.OS(=O)(=O)O. Drug 2: C1CC(=O)NC(=O)C1N2C(=O)C3=CC=CC=C3C2=O. Cell line: KM12. Synergy scores: CSS=11.2, Synergy_ZIP=-3.71, Synergy_Bliss=-3.95, Synergy_Loewe=-25.4, Synergy_HSA=-4.85. (5) Drug 1: C1CCN(CC1)CCOC2=CC=C(C=C2)C(=O)C3=C(SC4=C3C=CC(=C4)O)C5=CC=C(C=C5)O. Drug 2: C1=NC2=C(N1)C(=S)N=C(N2)N. Cell line: UACC-257. Synergy scores: CSS=20.2, Synergy_ZIP=-2.26, Synergy_Bliss=4.76, Synergy_Loewe=-2.76, Synergy_HSA=1.42. (6) Drug 1: C1CCC(C1)C(CC#N)N2C=C(C=N2)C3=C4C=CNC4=NC=N3. Drug 2: CNC(=O)C1=CC=CC=C1SC2=CC3=C(C=C2)C(=NN3)C=CC4=CC=CC=N4. Cell line: U251. Synergy scores: CSS=16.9, Synergy_ZIP=-4.64, Synergy_Bliss=-0.683, Synergy_Loewe=-19.5, Synergy_HSA=0.0353. (7) Drug 1: CS(=O)(=O)C1=CC(=C(C=C1)C(=O)NC2=CC(=C(C=C2)Cl)C3=CC=CC=N3)Cl. Cell line: HOP-62. Synergy scores: CSS=2.82, Synergy_ZIP=1.92, Synergy_Bliss=2.44, Synergy_Loewe=-3.73, Synergy_HSA=-3.14. Drug 2: CCC(=C(C1=CC=CC=C1)C2=CC=C(C=C2)OCCN(C)C)C3=CC=CC=C3.C(C(=O)O)C(CC(=O)O)(C(=O)O)O. (8) Drug 1: C1=C(C(=O)NC(=O)N1)N(CCCl)CCCl. Drug 2: CC1CCC2CC(C(=CC=CC=CC(CC(C(=O)C(C(C(=CC(C(=O)CC(OC(=O)C3CCCCN3C(=O)C(=O)C1(O2)O)C(C)CC4CCC(C(C4)OC)O)C)C)O)OC)C)C)C)OC. Cell line: 786-0. Synergy scores: CSS=55.7, Synergy_ZIP=-0.945, Synergy_Bliss=-2.50, Synergy_Loewe=-0.996, Synergy_HSA=0.872. (9) Drug 1: C1=CC(=CC=C1CCC2=CNC3=C2C(=O)NC(=N3)N)C(=O)NC(CCC(=O)O)C(=O)O. Drug 2: CN(CC1=CN=C2C(=N1)C(=NC(=N2)N)N)C3=CC=C(C=C3)C(=O)NC(CCC(=O)O)C(=O)O. Cell line: OVCAR-4. Synergy scores: CSS=50.7, Synergy_ZIP=-5.29, Synergy_Bliss=-5.05, Synergy_Loewe=0.367, Synergy_HSA=2.15.